This data is from Forward reaction prediction with 1.9M reactions from USPTO patents (1976-2016). The task is: Predict the product of the given reaction. (1) Given the reactants [OH:1][C:2]1[CH:11]=[C:10]([C:12]([OH:14])=O)[C:9]2[C:4](=[CH:5][CH:6]=[CH:7][CH:8]=2)[N:3]=1.CN(C(ON1[N:31]=[N:30][C:25]2[CH:26]=[CH:27][CH:28]=[CH:29]C1=2)=[N+](C)C)C.F[P-](F)(F)(F)(F)F.C1C=CC2N([OH:48])N=NC=2C=1.C[N:50]([C:52]([O:56]N1N=NC2C=CC=NC1=2)=[N+](C)C)C.F[P-](F)(F)(F)(F)F.C1C=NC2N(O)N=NC=2C=1, predict the reaction product. The product is: [O:48]1[CH:29]=[CH:28][CH:27]=[C:26]1[C:25]1[O:56][C:52]([NH:50][C:12]([C:10]2[C:9]3[C:4](=[CH:5][CH:6]=[CH:7][CH:8]=3)[N:3]=[C:2]([OH:1])[CH:11]=2)=[O:14])=[N:31][N:30]=1. (2) Given the reactants C(O)(=O)CCC(O)=O.[CH3:9][CH:10]([CH3:34])[CH2:11][NH:12][C@H:13]1[CH2:18][C@@H:17]([C:19]([N:21]2[CH2:26][CH2:25][O:24][CH2:23][CH2:22]2)=[O:20])[CH2:16][N:15]([C:27]([O:29][C:30]([CH3:33])([CH3:32])[CH3:31])=[O:28])[CH2:14]1.C(#N)C.[C:38](=[O:41])([O-])[O-].[K+].[K+].[CH3:44][O:45][CH2:46][CH2:47][CH2:48][CH2:49][N:50]1[C:54]2[CH:55]=[CH:56][CH:57]=[CH:58][C:53]=2[N:52]=[C:51]1C(Cl)(Cl)Cl, predict the reaction product. The product is: [CH3:44][O:45][CH2:46][CH2:47][CH2:48][CH2:49][N:50]1[C:54]2[CH:55]=[CH:56][CH:57]=[CH:58][C:53]=2[N:52]=[C:51]1[C:38]([N:12]([CH2:11][CH:10]([CH3:34])[CH3:9])[C@H:13]1[CH2:18][C@@H:17]([C:19]([N:21]2[CH2:26][CH2:25][O:24][CH2:23][CH2:22]2)=[O:20])[CH2:16][N:15]([C:27]([O:29][C:30]([CH3:32])([CH3:31])[CH3:33])=[O:28])[CH2:14]1)=[O:41]. (3) Given the reactants [OH:1][Si:2]([CH3:13])([CH3:12])[C:3]1[CH:11]=[CH:10][C:6]([C:7]([OH:9])=O)=[CH:5][CH:4]=1.CCN=C=NCCCN(C)C.CCN(C(C)C)C(C)C.C1C=CC2N(O)N=NC=2C=1.[NH2:44][CH2:45][CH2:46][CH2:47][CH2:48][NH:49][C:50](=[O:76])[CH2:51][C@@H:52]1[N:58]=[C:57]([C:59]2[CH:64]=[CH:63][C:62]([Cl:65])=[CH:61][CH:60]=2)[C:56]2[CH:66]=[C:67]([O:70][CH3:71])[CH:68]=[CH:69][C:55]=2[N:54]2[C:72]([CH3:75])=[N:73][N:74]=[C:53]12, predict the reaction product. The product is: [Cl:65][C:62]1[CH:63]=[CH:64][C:59]([C:57]2[C:56]3[CH:66]=[C:67]([O:70][CH3:71])[CH:68]=[CH:69][C:55]=3[N:54]3[C:72]([CH3:75])=[N:73][N:74]=[C:53]3[C@H:52]([CH2:51][C:50]([NH:49][CH2:48][CH2:47][CH2:46][CH2:45][NH:44][C:7](=[O:9])[C:6]3[CH:5]=[CH:4][C:3]([Si:2]([OH:1])([CH3:13])[CH3:12])=[CH:11][CH:10]=3)=[O:76])[N:58]=2)=[CH:60][CH:61]=1. (4) Given the reactants [Se].[Br:2][C:3]1[CH:4]=[C:5]2[C:10](=[CH:11][CH:12]=1)[N:9]=[C:8]([CH3:13])[CH:7]=[CH:6]2.[O:14]1CCOCC1, predict the reaction product. The product is: [Br:2][C:3]1[CH:4]=[C:5]2[C:10](=[CH:11][CH:12]=1)[N:9]=[C:8]([CH:13]=[O:14])[CH:7]=[CH:6]2.